Dataset: Forward reaction prediction with 1.9M reactions from USPTO patents (1976-2016). Task: Predict the product of the given reaction. (1) Given the reactants C[Al](C)C.[CH:5]([NH2:8])([CH3:7])[CH3:6].CO[C:11](=[O:35])[C:12]1[CH:17]=[CH:16][C:15]([O:18][CH2:19][C:20]2[C:21]([C:27]3[CH:32]=[CH:31][C:30]([F:33])=[C:29]([F:34])[CH:28]=3)=[N:22][O:23][C:24]=2[CH2:25][OH:26])=[N:14][CH:13]=1, predict the reaction product. The product is: [F:34][C:29]1[CH:28]=[C:27]([C:21]2[C:20]([CH2:19][O:18][C:15]3[CH:16]=[CH:17][C:12]([C:11]([NH:8][CH:5]([CH3:7])[CH3:6])=[O:35])=[CH:13][N:14]=3)=[C:24]([CH2:25][OH:26])[O:23][N:22]=2)[CH:32]=[CH:31][C:30]=1[F:33]. (2) Given the reactants [C:1]([C:3]1[C:4]([N:22]2[CH2:27][CH2:26][CH:25]([C:28]([OH:30])=O)[CH2:24][CH2:23]2)=[N:5][C:6]([CH2:14][N:15]2[CH2:20][CH2:19][CH2:18][CH2:17][C:16]2=[O:21])=[C:7]([C:9]([O:11][CH2:12][CH3:13])=[O:10])[CH:8]=1)#[N:2].[F:31][C:32]1[CH:37]=[CH:36][C:35]([CH2:38][S:39]([NH2:42])(=[O:41])=[O:40])=[CH:34][CH:33]=1, predict the reaction product. The product is: [C:1]([C:3]1[C:4]([N:22]2[CH2:23][CH2:24][CH:25]([C:28](=[O:30])[NH:42][S:39]([CH2:38][C:35]3[CH:36]=[CH:37][C:32]([F:31])=[CH:33][CH:34]=3)(=[O:41])=[O:40])[CH2:26][CH2:27]2)=[N:5][C:6]([CH2:14][N:15]2[CH2:20][CH2:19][CH2:18][CH2:17][C:16]2=[O:21])=[C:7]([CH:8]=1)[C:9]([O:11][CH2:12][CH3:13])=[O:10])#[N:2]. (3) Given the reactants Cl.[N:2]1[CH:7]=[CH:6][C:5]([C:8]2[CH:9]=[C:10]([CH:13]=[CH:14][CH:15]=2)[CH2:11][NH2:12])=[CH:4][CH:3]=1.C([O-])(O)=O.[Na+].[C:21](O[C:21]([O:23][C:24]([CH3:27])([CH3:26])[CH3:25])=[O:22])([O:23][C:24]([CH3:27])([CH3:26])[CH3:25])=[O:22], predict the reaction product. The product is: [C:24]([O:23][C:21](=[O:22])[NH:12][CH2:11][C:10]1[CH:13]=[CH:14][CH:15]=[C:8]([C:5]2[CH:6]=[CH:7][N:2]=[CH:3][CH:4]=2)[CH:9]=1)([CH3:27])([CH3:26])[CH3:25]. (4) Given the reactants [N+:1]([O-:4])(O)=[O:2].[Si]([O:12][CH:13]1[CH2:17][CH2:16][NH:15][CH:14]1[C:18]1[CH:23]=[CH:22][C:21]([NH:24][C:25]([C:27]2[CH:32]=[CH:31][CH:30]=[CH:29][N:28]=2)=[O:26])=[CH:20][C:19]=1[F:33])(C(C)(C)C)(C)C, predict the reaction product. The product is: [C:13]([O:12][CH:13]1[CH2:17][CH2:16][N:15]([C:25](=[O:26])[CH3:27])[CH:14]1[C:18]1[CH:23]=[C:22]([N+:1]([O-:4])=[O:2])[C:21]([NH:24][C:25]([C:27]2[CH:32]=[CH:31][CH:30]=[CH:29][N:28]=2)=[O:26])=[CH:20][C:19]=1[F:33])(=[O:12])[CH3:14]. (5) The product is: [F:16][C:13]1[CH:14]=[CH:15][C:10]([S:7]([N:6]2[C:2]([C:22]3[CH:27]=[CH:26][CH:25]=[CH:24][CH:23]=3)=[C:3]([CH3:21])[C:4]([C:17]([O:19][CH3:20])=[O:18])=[CH:5]2)(=[O:9])=[O:8])=[CH:11][CH:12]=1. Given the reactants Br[C:2]1[N:6]([S:7]([C:10]2[CH:15]=[CH:14][C:13]([F:16])=[CH:12][CH:11]=2)(=[O:9])=[O:8])[CH:5]=[C:4]([C:17]([O:19][CH3:20])=[O:18])[C:3]=1[CH3:21].[C:22]1(B(O)O)[CH:27]=[CH:26][CH:25]=[CH:24][CH:23]=1.C(=O)([O-])[O-].[Na+].[Na+].O, predict the reaction product. (6) Given the reactants [Li+].CC([N-]C(C)C)C.[CH2:9]([O:11][C:12](=[O:16])[CH:13]([CH3:15])[CH3:14])[CH3:10].[CH2:17]([N:24]1[CH2:29][CH2:28][C:27](=[O:30])[CH2:26][CH2:25]1)[C:18]1[CH:23]=[CH:22][CH:21]=[CH:20][CH:19]=1.[NH4+].[Cl-], predict the reaction product. The product is: [CH2:9]([O:11][C:12](=[O:16])[C:13]([C:27]1([OH:30])[CH2:28][CH2:29][N:24]([CH2:17][C:18]2[CH:23]=[CH:22][CH:21]=[CH:20][CH:19]=2)[CH2:25][CH2:26]1)([CH3:15])[CH3:14])[CH3:10]. (7) Given the reactants [OH:1][C:2]([C@@H:5]1[CH2:10][C@H:9]([N:11]([CH:13]([CH3:15])[CH3:14])[CH3:12])[CH2:8][CH2:7][C@@H:6]1[N:16]1[CH2:20][CH2:19][C@H:18]([NH:21]C(=O)OCC2C=CC=CC=2)[C:17]1=[O:32])([CH3:4])[CH3:3], predict the reaction product. The product is: [NH2:21][C@H:18]1[CH2:19][CH2:20][N:16]([C@H:6]2[CH2:7][CH2:8][C@@H:9]([N:11]([CH:13]([CH3:15])[CH3:14])[CH3:12])[CH2:10][C@H:5]2[C:2]([OH:1])([CH3:4])[CH3:3])[C:17]1=[O:32]. (8) Given the reactants CO[C:3]([C:5]1([N:13]([C:20](=[O:32])[CH2:21][C:22]2[C:27]([CH:28]=[CH2:29])=[CH:26][C:25]([CH3:30])=[CH:24][C:23]=2[CH3:31])[O:14][CH:15]2[CH2:19][CH2:18][CH2:17][O:16]2)[CH2:10][CH2:9][N:8]([O:11][CH3:12])[CH2:7][CH2:6]1)=[O:4].C[O-].[Na+].[Cl-].[NH4+].Cl, predict the reaction product. The product is: [CH3:31][C:23]1[CH:24]=[C:25]([CH3:30])[CH:26]=[C:27]([CH:28]=[CH2:29])[C:22]=1[C:21]1[C:20](=[O:32])[N:13]([O:14][CH:15]2[CH2:19][CH2:18][CH2:17][O:16]2)[C:5]2([CH2:6][CH2:7][N:8]([O:11][CH3:12])[CH2:9][CH2:10]2)[C:3]=1[OH:4]. (9) Given the reactants [N+:1]([C:4]1[CH:5]=[C:6]([CH:9]=[CH:10][C:11]=1[N+:12]([O-:14])=[O:13])[CH:7]=O)([O-:3])=[O:2].C(OC1(O[Si](C)(C)C)CC1)C.[N+]([C:29]1[CH:30]=[C:31]([CH:38]2[O:42]C(=O)C[CH2:39]2)C=CC=1[N+]([O-])=O)([O-])=O.[Cl:44]CCl, predict the reaction product. The product is: [CH2:30]([CH2:31][C:38](=[O:42])[CH2:39][CH:7]([Cl:44])[C:6]1[CH:9]=[CH:10][C:11]([N+:12]([O-:14])=[O:13])=[C:4]([N+:1]([O-:3])=[O:2])[CH:5]=1)[CH3:29].